This data is from NCI-60 drug combinations with 297,098 pairs across 59 cell lines. The task is: Regression. Given two drug SMILES strings and cell line genomic features, predict the synergy score measuring deviation from expected non-interaction effect. (1) Drug 1: CC1=C(C(CCC1)(C)C)C=CC(=CC=CC(=CC(=O)O)C)C. Drug 2: CC=C1C(=O)NC(C(=O)OC2CC(=O)NC(C(=O)NC(CSSCCC=C2)C(=O)N1)C(C)C)C(C)C. Cell line: NCI-H322M. Synergy scores: CSS=9.86, Synergy_ZIP=-0.527, Synergy_Bliss=2.78, Synergy_Loewe=-24.0, Synergy_HSA=-4.07. (2) Drug 1: CCC(=C(C1=CC=CC=C1)C2=CC=C(C=C2)OCCN(C)C)C3=CC=CC=C3.C(C(=O)O)C(CC(=O)O)(C(=O)O)O. Drug 2: CC12CCC3C(C1CCC2O)C(CC4=C3C=CC(=C4)O)CCCCCCCCCS(=O)CCCC(C(F)(F)F)(F)F. Cell line: SF-539. Synergy scores: CSS=3.13, Synergy_ZIP=2.75, Synergy_Bliss=7.82, Synergy_Loewe=2.78, Synergy_HSA=3.35. (3) Drug 1: C1CC(=O)NC(=O)C1N2CC3=C(C2=O)C=CC=C3N. Drug 2: CC1=C(C(=O)C2=C(C1=O)N3CC4C(C3(C2COC(=O)N)OC)N4)N. Cell line: MALME-3M. Synergy scores: CSS=29.5, Synergy_ZIP=4.88, Synergy_Bliss=8.04, Synergy_Loewe=-55.3, Synergy_HSA=8.69. (4) Drug 1: C(=O)(N)NO. Drug 2: N.N.Cl[Pt+2]Cl. Cell line: OVCAR-5. Synergy scores: CSS=50.2, Synergy_ZIP=3.67, Synergy_Bliss=4.40, Synergy_Loewe=0.0445, Synergy_HSA=7.62. (5) Drug 1: COC1=NC(=NC2=C1N=CN2C3C(C(C(O3)CO)O)O)N. Drug 2: CC12CCC3C(C1CCC2OP(=O)(O)O)CCC4=C3C=CC(=C4)OC(=O)N(CCCl)CCCl.[Na+]. Cell line: IGROV1. Synergy scores: CSS=-0.302, Synergy_ZIP=-3.60, Synergy_Bliss=-7.34, Synergy_Loewe=-14.8, Synergy_HSA=-7.92. (6) Drug 1: CC(C1=C(C=CC(=C1Cl)F)Cl)OC2=C(N=CC(=C2)C3=CN(N=C3)C4CCNCC4)N. Drug 2: CS(=O)(=O)C1=CC(=C(C=C1)C(=O)NC2=CC(=C(C=C2)Cl)C3=CC=CC=N3)Cl. Cell line: SF-539. Synergy scores: CSS=9.16, Synergy_ZIP=-2.15, Synergy_Bliss=-0.881, Synergy_Loewe=-0.928, Synergy_HSA=-0.736. (7) Cell line: ACHN. Synergy scores: CSS=52.3, Synergy_ZIP=0.794, Synergy_Bliss=1.81, Synergy_Loewe=1.19, Synergy_HSA=1.23. Drug 1: CC1OCC2C(O1)C(C(C(O2)OC3C4COC(=O)C4C(C5=CC6=C(C=C35)OCO6)C7=CC(=C(C(=C7)OC)O)OC)O)O. Drug 2: B(C(CC(C)C)NC(=O)C(CC1=CC=CC=C1)NC(=O)C2=NC=CN=C2)(O)O. (8) Drug 1: CC(CN1CC(=O)NC(=O)C1)N2CC(=O)NC(=O)C2. Drug 2: C1CCC(CC1)NC(=O)N(CCCl)N=O. Cell line: CCRF-CEM. Synergy scores: CSS=65.4, Synergy_ZIP=0.195, Synergy_Bliss=1.55, Synergy_Loewe=-0.851, Synergy_HSA=3.76. (9) Drug 1: CC12CCC3C(C1CCC2=O)CC(=C)C4=CC(=O)C=CC34C. Drug 2: C1=CC(=C2C(=C1NCCNCCO)C(=O)C3=C(C=CC(=C3C2=O)O)O)NCCNCCO. Cell line: SF-539. Synergy scores: CSS=70.5, Synergy_ZIP=3.69, Synergy_Bliss=2.89, Synergy_Loewe=3.23, Synergy_HSA=5.08.